Dataset: Catalyst prediction with 721,799 reactions and 888 catalyst types from USPTO. Task: Predict which catalyst facilitates the given reaction. Reactant: C([O:3][C:4](=O)[CH2:5][O:6][C:7]1[C:16]([N+:17]([O-])=O)=[CH:15][C:10]([C:11]([O:13][CH3:14])=[O:12])=[CH:9][N:8]=1)C. Product: [O:3]=[C:4]1[CH2:5][O:6][C:7]2[N:8]=[CH:9][C:10]([C:11]([O:13][CH3:14])=[O:12])=[CH:15][C:16]=2[NH:17]1. The catalyst class is: 409.